Task: Predict the reactants needed to synthesize the given product.. Dataset: Full USPTO retrosynthesis dataset with 1.9M reactions from patents (1976-2016) (1) Given the product [F:9][C:8]([F:11])([F:10])[C:5]1[CH:6]=[CH:7][C:2]([C:15]2[CH:16]=[CH:17][N:12]=[CH:13][CH:14]=2)=[CH:3][CH:4]=1, predict the reactants needed to synthesize it. The reactants are: Br[C:2]1[CH:7]=[CH:6][C:5]([C:8]([F:11])([F:10])[F:9])=[CH:4][CH:3]=1.[N:12]1[CH:17]=[CH:16][C:15](B(O)O)=[CH:14][CH:13]=1.C1(P(C2CCCCC2)C2CCCCC2)CCCCC1.[O-]P([O-])([O-])=O.[K+].[K+].[K+]. (2) Given the product [C:39]([OH:46])(=[O:45])/[CH:40]=[CH:41]\[C:42]([OH:44])=[O:43].[Cl:18][C:13]1[CH:12]=[C:11]([C:7]23[CH2:8][CH:9]2[CH2:10][N:5]([C:1]([CH3:4])([CH3:3])[CH3:2])[CH2:6]3)[CH:16]=[CH:15][C:14]=1[Cl:17], predict the reactants needed to synthesize it. The reactants are: [C:1]([N:5]1[CH2:10][CH:9]2[C:7]([C:11]3[CH:16]=[CH:15][C:14]([Cl:17])=[C:13]([Cl:18])[CH:12]=3)([CH2:8]2)[C:6]1=O)([CH3:4])([CH3:3])[CH3:2].B.C(N1CC2C(C3C=CC(Cl)=C(Cl)C=3)(C2)C1)(C)(C)C.[C:39]([OH:46])(=[O:45])/[CH:40]=[CH:41]\[C:42]([OH:44])=[O:43]. (3) Given the product [Cl:1][C:2]1[CH:3]=[C:4]([C:8]2[N:13]=[C:12]([CH2:14][C:15]3[CH:20]=[CH:19][C:18]([C:21]([CH3:26])([CH3:27])[C:22]([OH:24])=[O:23])=[CH:17][CH:16]=3)[CH:11]=[C:10]([CH2:28][CH3:29])[N:9]=2)[CH:5]=[CH:6][CH:7]=1, predict the reactants needed to synthesize it. The reactants are: [Cl:1][C:2]1[CH:3]=[C:4]([C:8]2[N:13]=[C:12]([CH2:14][C:15]3[CH:20]=[CH:19][C:18]([C:21]([CH3:27])([CH3:26])[C:22]([O:24]C)=[O:23])=[CH:17][CH:16]=3)[CH:11]=[C:10]([CH2:28][CH3:29])[N:9]=2)[CH:5]=[CH:6][CH:7]=1.O1CCOCC1.O.[OH-].[Li+].Cl. (4) Given the product [F:1][C:2]1[CH:3]=[N:4][C:5]([C@@H:8]([NH:10][C:12]2[N:17]=[C:16]([NH:18][C:19]3[CH:23]=[C:22]([CH3:24])[NH:21][N:20]=3)[C:15]([CH3:25])=[CH:14][N:13]=2)[CH3:9])=[N:6][CH:7]=1, predict the reactants needed to synthesize it. The reactants are: [F:1][C:2]1[CH:3]=[N:4][C:5]([C@@H:8]([NH2:10])[CH3:9])=[N:6][CH:7]=1.Cl[C:12]1[N:17]=[C:16]([NH:18][C:19]2[CH:23]=[C:22]([CH3:24])[NH:21][N:20]=2)[C:15]([CH3:25])=[CH:14][N:13]=1.CCN(C(C)C)C(C)C. (5) Given the product [C:1]1([S:7][C:8]2[CH:16]=[CH:15][C:11]([C:12]([Cl:20])=[O:13])=[CH:10][CH:9]=2)[CH:6]=[CH:5][CH:4]=[CH:3][CH:2]=1, predict the reactants needed to synthesize it. The reactants are: [C:1]1([S:7][C:8]2[CH:16]=[CH:15][C:11]([C:12](O)=[O:13])=[CH:10][CH:9]=2)[CH:6]=[CH:5][CH:4]=[CH:3][CH:2]=1.C(Cl)(=O)C([Cl:20])=O.CN(C)C=O. (6) The reactants are: [CH2:1]([NH:3][C:4]([NH:6][C:7]1[CH:12]=[CH:11][C:10]([C:13]2[N:14]=[C:15]([N:23]3[CH2:28][CH2:27][O:26][CH2:25][C@@H:24]3[CH3:29])[C:16]3[CH2:22][CH2:21][NH:20][CH2:19][C:17]=3[N:18]=2)=[CH:9][CH:8]=1)=[O:5])[CH3:2].[CH:30](O)=[O:31]. Given the product [CH2:1]([NH:3][C:4]([NH:6][C:7]1[CH:8]=[CH:9][C:10]([C:13]2[N:14]=[C:15]([N:23]3[CH2:28][CH2:27][O:26][CH2:25][C@@H:24]3[CH3:29])[C:16]3[CH2:22][CH2:21][N:20]([CH:30]=[O:31])[CH2:19][C:17]=3[N:18]=2)=[CH:11][CH:12]=1)=[O:5])[CH3:2], predict the reactants needed to synthesize it. (7) Given the product [CH2:10]([O:12][C:13]([C:14]1[C:15]([CH3:16])=[N:8][N:7]([C:4]2[CH:5]=[CH:6][C:1]([CH3:9])=[CH:2][CH:3]=2)[C:18]=1[CH3:19])=[O:21])[CH3:11], predict the reactants needed to synthesize it. The reactants are: [C:1]1([CH3:9])[CH:6]=[CH:5][C:4]([NH:7][NH2:8])=[CH:3][CH:2]=1.[CH2:10]([O:12][C:13](=[O:21])[CH:14]([C:18](=O)[CH3:19])[C:15](=O)[CH3:16])[CH3:11].N1C=CC=CC=1. (8) Given the product [C:34]1([C:9]2([C:3]3[CH:8]=[CH:7][CH:6]=[CH:5][CH:4]=3)[CH2:17][C:16]3[NH:15][N:14]=[C:13]([C:28]4[CH:29]=[N:30][CH:31]=[CH:32][CH:33]=4)[C:12]=3[CH:11]=[CH:10]2)[CH:35]=[CH:36][CH:37]=[CH:38][CH:39]=1, predict the reactants needed to synthesize it. The reactants are: [OH-].[Na+].[C:3]1([C:9]2([C:34]3[CH:39]=[CH:38][CH:37]=[CH:36][CH:35]=3)[CH2:17][C:16]3[N:15](S(C4C=CC(C)=CC=4)(=O)=O)[N:14]=[C:13]([C:28]4[CH:29]=[N:30][CH:31]=[CH:32][CH:33]=4)[C:12]=3[CH:11]=[CH:10]2)[CH:8]=[CH:7][CH:6]=[CH:5][CH:4]=1. (9) Given the product [Br:7][C:8]1[CH:16]=[C:15]2[C:11]([C:12]([CH2:17][C:18]([NH2:19])=[O:2])=[CH:13][NH:14]2)=[CH:10][CH:9]=1, predict the reactants needed to synthesize it. The reactants are: C([O-])([O-])=[O:2].[K+].[K+].[Br:7][C:8]1[CH:16]=[C:15]2[C:11]([C:12]([CH2:17][C:18]#[N:19])=[CH:13][NH:14]2)=[CH:10][CH:9]=1.O.OO.